Task: Regression. Given two drug SMILES strings and cell line genomic features, predict the synergy score measuring deviation from expected non-interaction effect.. Dataset: NCI-60 drug combinations with 297,098 pairs across 59 cell lines (1) Drug 1: C1CC(=O)NC(=O)C1N2CC3=C(C2=O)C=CC=C3N. Drug 2: CC1C(C(CC(O1)OC2CC(CC3=C2C(=C4C(=C3O)C(=O)C5=CC=CC=C5C4=O)O)(C(=O)C)O)N)O. Cell line: U251. Synergy scores: CSS=42.2, Synergy_ZIP=2.94, Synergy_Bliss=1.60, Synergy_Loewe=-26.7, Synergy_HSA=2.04. (2) Drug 1: C1CC(C1)(C(=O)O)C(=O)O.[NH2-].[NH2-].[Pt+2]. Drug 2: CN(CCCl)CCCl.Cl. Cell line: SW-620. Synergy scores: CSS=41.0, Synergy_ZIP=-10.6, Synergy_Bliss=0.127, Synergy_Loewe=-0.910, Synergy_HSA=2.71. (3) Drug 1: CN1C(=O)N2C=NC(=C2N=N1)C(=O)N. Drug 2: CC1=C(N=C(N=C1N)C(CC(=O)N)NCC(C(=O)N)N)C(=O)NC(C(C2=CN=CN2)OC3C(C(C(C(O3)CO)O)O)OC4C(C(C(C(O4)CO)O)OC(=O)N)O)C(=O)NC(C)C(C(C)C(=O)NC(C(C)O)C(=O)NCCC5=NC(=CS5)C6=NC(=CS6)C(=O)NCCC[S+](C)C)O. Cell line: LOX IMVI. Synergy scores: CSS=32.7, Synergy_ZIP=-1.08, Synergy_Bliss=-1.08, Synergy_Loewe=-11.3, Synergy_HSA=-0.102. (4) Drug 1: CC12CCC3C(C1CCC2=O)CC(=C)C4=CC(=O)C=CC34C. Drug 2: C1=CC(=CC=C1CC(C(=O)O)N)N(CCCl)CCCl.Cl. Cell line: MDA-MB-435. Synergy scores: CSS=17.2, Synergy_ZIP=0.737, Synergy_Bliss=4.23, Synergy_Loewe=-17.1, Synergy_HSA=-0.135. (5) Drug 1: CC1=C(C(CCC1)(C)C)C=CC(=CC=CC(=CC(=O)O)C)C. Drug 2: C1C(C(OC1N2C=NC3=C2NC=NCC3O)CO)O. Cell line: SN12C. Synergy scores: CSS=14.3, Synergy_ZIP=4.96, Synergy_Bliss=20.4, Synergy_Loewe=5.59, Synergy_HSA=4.89. (6) Drug 1: C1=NC2=C(N=C(N=C2N1C3C(C(C(O3)CO)O)F)Cl)N. Cell line: CAKI-1. Drug 2: CC=C1C(=O)NC(C(=O)OC2CC(=O)NC(C(=O)NC(CSSCCC=C2)C(=O)N1)C(C)C)C(C)C. Synergy scores: CSS=59.2, Synergy_ZIP=-0.294, Synergy_Bliss=1.58, Synergy_Loewe=-9.29, Synergy_HSA=-0.657. (7) Drug 1: CC1C(C(CC(O1)OC2CC(OC(C2O)C)OC3=CC4=CC5=C(C(=O)C(C(C5)C(C(=O)C(C(C)O)O)OC)OC6CC(C(C(O6)C)O)OC7CC(C(C(O7)C)O)OC8CC(C(C(O8)C)O)(C)O)C(=C4C(=C3C)O)O)O)O. Drug 2: C1CN(CCN1C(=O)CCBr)C(=O)CCBr. Cell line: SNB-75. Synergy scores: CSS=57.3, Synergy_ZIP=-2.52, Synergy_Bliss=0.279, Synergy_Loewe=-0.282, Synergy_HSA=0.0406. (8) Drug 2: C1=NC(=NC(=O)N1C2C(C(C(O2)CO)O)O)N. Drug 1: CC1C(C(=O)NC(C(=O)N2CCCC2C(=O)N(CC(=O)N(C(C(=O)O1)C(C)C)C)C)C(C)C)NC(=O)C3=C4C(=C(C=C3)C)OC5=C(C(=O)C(=C(C5=N4)C(=O)NC6C(OC(=O)C(N(C(=O)CN(C(=O)C7CCCN7C(=O)C(NC6=O)C(C)C)C)C)C(C)C)C)N)C. Cell line: MCF7. Synergy scores: CSS=2.21, Synergy_ZIP=-3.62, Synergy_Bliss=-4.55, Synergy_Loewe=-3.87, Synergy_HSA=-3.34. (9) Drug 1: CCCS(=O)(=O)NC1=C(C(=C(C=C1)F)C(=O)C2=CNC3=C2C=C(C=N3)C4=CC=C(C=C4)Cl)F. Drug 2: N.N.Cl[Pt+2]Cl. Cell line: SW-620. Synergy scores: CSS=-16.3, Synergy_ZIP=12.8, Synergy_Bliss=4.87, Synergy_Loewe=-14.2, Synergy_HSA=-15.7. (10) Drug 1: COC1=C(C=C2C(=C1)N=CN=C2NC3=CC(=C(C=C3)F)Cl)OCCCN4CCOCC4. Synergy scores: CSS=7.63, Synergy_ZIP=-1.54, Synergy_Bliss=2.66, Synergy_Loewe=-6.57, Synergy_HSA=-1.93. Cell line: MCF7. Drug 2: C(CCl)NC(=O)N(CCCl)N=O.